From a dataset of Reaction yield outcomes from USPTO patents with 853,638 reactions. Predict the reaction yield, written as a fraction of the theoretical maximum amount of product (1.0 means a 100% yield; for example, 0.34 means a 34% yield). The reactants are [C:1]([O:4][C:5]1[CH:13]=[CH:12][C:11]([Cl:14])=[CH:10][C:6]=1[C:7]([OH:9])=O)(=[O:3])[CH3:2].[NH2:15][C:16]1[CH:17]=[C:18]([N:22]2[C:26]([C:27]([F:30])([F:29])[F:28])=[CH:25][C:24]([C:31]([F:34])([F:33])[F:32])=[N:23]2)[CH:19]=[CH:20][CH:21]=1. No catalyst specified. The product is [C:1]([O:4][C:5]1[CH:13]=[CH:12][C:11]([Cl:14])=[CH:10][C:6]=1[C:7]([NH:15][C:16]1[CH:21]=[CH:20][CH:19]=[C:18]([N:22]2[C:26]([C:27]([F:28])([F:29])[F:30])=[CH:25][C:24]([C:31]([F:34])([F:33])[F:32])=[N:23]2)[CH:17]=1)=[O:9])(=[O:3])[CH3:2]. The yield is 0.844.